This data is from Reaction yield outcomes from USPTO patents with 853,638 reactions. The task is: Predict the reaction yield, written as a fraction of the theoretical maximum amount of product (1.0 means a 100% yield; for example, 0.34 means a 34% yield). (1) The reactants are Cl[C:2]1[C:7]([F:8])=[C:6](Cl)[N:5]=[C:4]([CH3:10])[N:3]=1.[NH:11]1[CH2:15][CH:14]=[CH:13][CH2:12]1.CCN(C(C)C)C(C)C.[Cl-].[NH2:26][NH2:27]. The catalyst is CS(C)=O.CO. The yield is 0.680. The product is [N:11]1([C:2]2[C:7]([F:8])=[C:6]([NH:26][NH2:27])[N:5]=[C:4]([CH3:10])[N:3]=2)[CH2:15][CH:14]=[CH:13][CH2:12]1. (2) The reactants are FC(F)(F)C(O)=O.[CH3:8][N:9]1[CH:13]([C:14]([OH:16])=O)[CH2:12][N:11]([C:17]2[N:18]=[CH:19][N:20]([CH3:22])[CH:21]=2)[C:10]1=[O:23].C(N1CCOCC1)C.O.ON1C2C=CC=CC=2N=N1.Cl.C(N=C=NCCCN(C)C)C.[Cl:55][C:56]1[CH:61]=[C:60]([Cl:62])[CH:59]=[CH:58][C:57]=1[CH2:63][NH2:64]. The catalyst is ClCCl. The product is [Cl:55][C:56]1[CH:61]=[C:60]([Cl:62])[CH:59]=[CH:58][C:57]=1[CH2:63][NH:64][C:14]([CH:13]1[CH2:12][N:11]([C:17]2[N:18]=[CH:19][N:20]([CH3:22])[CH:21]=2)[C:10](=[O:23])[N:9]1[CH3:8])=[O:16]. The yield is 0.138.